From a dataset of Peptide-MHC class I binding affinity with 185,985 pairs from IEDB/IMGT. Regression. Given a peptide amino acid sequence and an MHC pseudo amino acid sequence, predict their binding affinity value. This is MHC class I binding data. (1) The peptide sequence is MSRKLHRYI. The MHC is HLA-B27:03 with pseudo-sequence HLA-B27:03. The binding affinity (normalized) is 0.0847. (2) The MHC is HLA-A26:01 with pseudo-sequence HLA-A26:01. The peptide sequence is YQTYVSPGA. The binding affinity (normalized) is 0.0847. (3) The peptide sequence is WKGPGELLW. The MHC is Mamu-B3901 with pseudo-sequence Mamu-B3901. The binding affinity (normalized) is 0.311. (4) The peptide sequence is SYMMDDLELI. The MHC is HLA-C06:02 with pseudo-sequence HLA-C06:02. The binding affinity (normalized) is 0.0847. (5) The peptide sequence is NPDIVIYQY. The MHC is HLA-B35:03 with pseudo-sequence HLA-B35:03. The binding affinity (normalized) is 0.107. (6) The peptide sequence is RSFAERLDR. The MHC is HLA-A11:01 with pseudo-sequence HLA-A11:01. The binding affinity (normalized) is 0.559. (7) The peptide sequence is YRGEYRQSR. The MHC is HLA-A02:01 with pseudo-sequence HLA-A02:01. The binding affinity (normalized) is 0.0847. (8) The peptide sequence is GNDNSTATL. The MHC is HLA-B39:01 with pseudo-sequence HLA-B39:01. The binding affinity (normalized) is 0.0847. (9) The peptide sequence is RIGTAATKRY. The MHC is HLA-A33:01 with pseudo-sequence HLA-A33:01. The binding affinity (normalized) is 0.